This data is from Reaction yield outcomes from USPTO patents with 853,638 reactions. The task is: Predict the reaction yield, written as a fraction of the theoretical maximum amount of product (1.0 means a 100% yield; for example, 0.34 means a 34% yield). (1) The reactants are C(=O)([O-])[O-].[K+].[K+].[CH3:7][N:8]1[CH2:13][CH2:12][N:11]([C:14]2[CH:19]=[CH:18][C:17]([C:20]#[C:21][Si](C)(C)C)=[CH:16][N:15]=2)[CH2:10][CH2:9]1. The catalyst is CO. The product is [C:20]([C:17]1[CH:18]=[CH:19][C:14]([N:11]2[CH2:12][CH2:13][N:8]([CH3:7])[CH2:9][CH2:10]2)=[N:15][CH:16]=1)#[CH:21]. The yield is 1.00. (2) The reactants are Br[C:2]1[CH:24]=[C:23]([F:25])[CH:22]=[CH:21][C:3]=1[O:4][CH2:5][C:6]([N:8]([CH:18]([CH3:20])[CH3:19])[NH:9][C:10](=[O:17])[C:11]1[CH:16]=[CH:15][CH:14]=[CH:13][CH:12]=1)=[O:7].C([O-])([O-])=O.[Na+].[Na+].[CH2:32]([O:34][C:35]1[CH:40]=[CH:39][CH:38]=[CH:37][C:36]=1B(O)O)[CH3:33]. The catalyst is COCCOC. The product is [CH2:32]([O:34][C:35]1[CH:40]=[CH:39][CH:38]=[CH:37][C:36]=1[C:2]1[CH:24]=[C:23]([F:25])[CH:22]=[CH:21][C:3]=1[O:4][CH2:5][C:6]([N:8]([CH:18]([CH3:20])[CH3:19])[NH:9][C:10](=[O:17])[C:11]1[CH:16]=[CH:15][CH:14]=[CH:13][CH:12]=1)=[O:7])[CH3:33]. The yield is 0.290. (3) The reactants are [C:1]([CH:5]([CH:21]1[CH2:24][C:23](=[O:25])[CH2:22]1)[C:6]([C:15]1[CH:20]=[CH:19][CH:18]=[CH:17][CH:16]=1)([C:9]1[CH:14]=[CH:13][CH:12]=[CH:11][CH:10]=1)[O:7][SiH3:8])([CH3:4])([CH3:3])[CH3:2].CCC(C)[BH-](C(C)CC)C(C)CC.[Li+]. The catalyst is C1COCC1. The product is [C:1]([CH:5]([C@@H:21]1[CH2:22][C@H:23]([OH:25])[CH2:24]1)[C:6]([C:15]1[CH:16]=[CH:17][CH:18]=[CH:19][CH:20]=1)([C:9]1[CH:10]=[CH:11][CH:12]=[CH:13][CH:14]=1)[O:7][SiH3:8])([CH3:4])([CH3:2])[CH3:3]. The yield is 0.618. (4) The catalyst is C(#N)C. The yield is 0.950. The product is [CH2:35]([O:34][C@H:15]1[C@H:16]([O:26][CH2:27][C:28]2[CH:29]=[CH:30][CH:31]=[CH:32][CH:33]=2)[C@@H:17]([O:18][CH2:19][C:20]2[CH:21]=[CH:22][CH:23]=[CH:24][CH:25]=2)[C@H:12]([C:11]2[CH:10]=[C:9]([CH2:51][C:52]3[CH:53]=[CH:54][C:55]([O:58][CH2:59][CH3:60])=[CH:56][CH:57]=3)[C:8]([Cl:61])=[C:3]([O:4][CH2:5][CH2:62][Cl:66])[C:2]=2[Br:1])[O:13][C@@H:14]1[CH2:42][O:43][CH2:44][C:45]1[CH:46]=[CH:47][CH:48]=[CH:49][CH:50]=1)[C:36]1[CH:41]=[CH:40][CH:39]=[CH:38][CH:37]=1. The reactants are [Br:1][C:2]1[C:11]([C@H:12]2[C@H:17]([O:18][CH2:19][C:20]3[CH:25]=[CH:24][CH:23]=[CH:22][CH:21]=3)[C@@H:16]([O:26][CH2:27][C:28]3[CH:33]=[CH:32][CH:31]=[CH:30][CH:29]=3)[C@H:15]([O:34][CH2:35][C:36]3[CH:41]=[CH:40][CH:39]=[CH:38][CH:37]=3)[C@@H:14]([CH2:42][O:43][CH2:44][C:45]3[CH:50]=[CH:49][CH:48]=[CH:47][CH:46]=3)[O:13]2)=[CH:10][C:9]([CH2:51][C:52]2[CH:57]=[CH:56][C:55]([O:58][CH2:59][CH3:60])=[CH:54][CH:53]=2)=[C:8]([Cl:61])[C:3]=1[O:4][CH2:5]CO.[C:62]([Cl:66])(Cl)(Cl)Cl.C1C=CC(P(C2C=CC=CC=2)C2C=CC=CC=2)=CC=1. (5) The reactants are [CH2:1]([C:6]1[CH:11]=[CH:10][N:9]=[C:8](C(O)=O)[CH:7]=1)[CH2:2][CH2:3][CH2:4][CH3:5].C(C1C=CN=CC=1)CCCC.[OH:26]O. The catalyst is C(O)(=O)C.C(Cl)Cl. The product is [CH2:1]([C:6]1[CH:11]=[CH:10][N+:9]([O-:26])=[CH:8][CH:7]=1)[CH2:2][CH2:3][CH2:4][CH3:5]. The yield is 1.00.